From a dataset of Reaction yield outcomes from USPTO patents with 853,638 reactions. Predict the reaction yield, written as a fraction of the theoretical maximum amount of product (1.0 means a 100% yield; for example, 0.34 means a 34% yield). (1) The reactants are Cl[C:2]1[CH:11]=[C:10]([CH3:12])[C:9]2[C:4](=[C:5]([CH3:14])[CH:6]=[CH:7][C:8]=2[CH3:13])[N:3]=1.[NH2:15][NH2:16]. No catalyst specified. The product is [NH:15]([C:2]1[CH:11]=[C:10]([CH3:12])[C:9]2[C:4](=[C:5]([CH3:14])[CH:6]=[CH:7][C:8]=2[CH3:13])[N:3]=1)[NH2:16]. The yield is 0.380. (2) No catalyst specified. The reactants are [CH:1]1([NH2:6])[CH2:5][CH2:4][CH2:3][CH2:2]1.[N+](N1[CH:14]=[C:13]([N+:15]([O-:17])=[O:16])[N:12]=[CH:11]1)([O-])=O. The yield is 0.750. The product is [CH:1]1([N:6]2[CH:14]=[C:13]([N+:15]([O-:17])=[O:16])[N:12]=[CH:11]2)[CH2:5][CH2:4][CH2:3][CH2:2]1.